This data is from Peptide-MHC class II binding affinity with 134,281 pairs from IEDB. The task is: Regression. Given a peptide amino acid sequence and an MHC pseudo amino acid sequence, predict their binding affinity value. This is MHC class II binding data. (1) The peptide sequence is AGDLGRDELMELASD. The MHC is DRB1_0405 with pseudo-sequence DRB1_0405. The binding affinity (normalized) is 0.609. (2) The peptide sequence is SEAQKAAKPAAAATA. The MHC is DRB1_1101 with pseudo-sequence DRB1_1101. The binding affinity (normalized) is 0.109. (3) The MHC is HLA-DQA10102-DQB10501 with pseudo-sequence HLA-DQA10102-DQB10501. The peptide sequence is AMTDTTPFGQQRVFK. The binding affinity (normalized) is 0.337. (4) The peptide sequence is CSCRDQSEAQLALTI. The MHC is DRB1_0901 with pseudo-sequence DRB1_0901. The binding affinity (normalized) is 0.291. (5) The peptide sequence is IKTLKFDALSGSQEV. The MHC is DRB4_0103 with pseudo-sequence DRB4_0103. The binding affinity (normalized) is 0.395. (6) The peptide sequence is YDKFLANVSHVLTGK. The MHC is DRB1_1101 with pseudo-sequence DRB1_1101. The binding affinity (normalized) is 0.619. (7) The peptide sequence is SEMFMPRSIGGPVSS. The MHC is DRB1_1301 with pseudo-sequence DRB1_1301. The binding affinity (normalized) is 0.312. (8) The peptide sequence is EYDFNKLLVSAVSQI. The MHC is DRB1_0701 with pseudo-sequence DRB1_0701. The binding affinity (normalized) is 0.761. (9) The binding affinity (normalized) is 0.251. The MHC is HLA-DQA10501-DQB10201 with pseudo-sequence HLA-DQA10501-DQB10201. The peptide sequence is FWADYPEEWR. (10) The MHC is HLA-DPA10301-DPB10402 with pseudo-sequence HLA-DPA10301-DPB10402. The binding affinity (normalized) is 0.250. The peptide sequence is DEARRMWASAQNISG.